Predict which catalyst facilitates the given reaction. From a dataset of Catalyst prediction with 721,799 reactions and 888 catalyst types from USPTO. (1) Reactant: [OH:1][CH2:2][C:3]1[N:4]=[C:5]2[C:10]([N:11]3[CH2:16][CH2:15][O:14][CH2:13][CH2:12]3)=[N:9][CH:8]=[C:7]([C:17]3[CH:18]=[CH:19][C:20]([C:23]#[N:24])=[N:21][CH:22]=3)[N:6]2[CH:25]=1.[N-:26]=[N+:27]=[N-:28].[Na+].Cl.C(N(CC)CC)C. Product: [NH:26]1[C:23]([C:20]2[N:21]=[CH:22][C:17]([C:7]3[N:6]4[CH:25]=[C:3]([CH2:2][OH:1])[N:4]=[C:5]4[C:10]([N:11]4[CH2:16][CH2:15][O:14][CH2:13][CH2:12]4)=[N:9][CH:8]=3)=[CH:18][CH:19]=2)=[N:24][N:28]=[N:27]1. The catalyst class is: 3. (2) Reactant: [N:1]1[CH:6]=[CH:5][C:4]([CH2:7][CH2:8][CH2:9]O)=[CH:3][CH:2]=1.C1(P(C2C=CC=CC=2)C2C=CC=CC=2)C=CC=CC=1.[Cl:30]N1C(=O)CCC1=O. Product: [Cl:30][CH2:9][CH2:8][CH2:7][C:4]1[CH:5]=[CH:6][N:1]=[CH:2][CH:3]=1. The catalyst class is: 4. (3) Product: [S:1]1[C:2]2[CH:11]=[CH:10][CH:9]=[CH:8][C:3]=2[C:4](=[O:6])[NH:16][CH2:15][CH2:14]1. The catalyst class is: 213. Reactant: [SH:1][C:2]1[CH:11]=[CH:10][CH:9]=[CH:8][C:3]=1[C:4]([O:6]C)=O.Cl.Cl[CH2:14][CH2:15][NH2:16].[H-].[Na+]. (4) Reactant: [C:1]1([CH2:7][NH:8][C:9]([CH:11]([C:17]([O:19]CC)=O)[C:12]([O:14][CH2:15][CH3:16])=[O:13])=[O:10])[CH:6]=[CH:5][CH:4]=[CH:3][CH:2]=1.[H-].[Na+].[Cl:24][C:25]1[CH:30]=[CH:29][C:28]([N:31]=[C:32]=[S:33])=[CH:27][CH:26]=1. Product: [Cl:24][C:25]1[CH:30]=[CH:29][C:28]([N:31]2[C:17]([OH:19])=[C:11]([C:12]([O:14][CH2:15][CH3:16])=[O:13])[C:9](=[O:10])[N:8]([CH2:7][C:1]3[CH:2]=[CH:3][CH:4]=[CH:5][CH:6]=3)[C:32]2=[S:33])=[CH:27][CH:26]=1. The catalyst class is: 346. (5) Reactant: [N+:1]([C:4]1[CH:9]=[CH:8][C:7]([C:10]([F:13])([F:12])[F:11])=[CH:6][C:5]=1[S:14]([OH:17])(=O)=[O:15])([O-:3])=[O:2].S(Cl)([Cl:20])=O. Product: [N+:1]([C:4]1[CH:9]=[CH:8][C:7]([C:10]([F:13])([F:12])[F:11])=[CH:6][C:5]=1[S:14]([Cl:20])(=[O:17])=[O:15])([O-:3])=[O:2]. The catalyst class is: 3. (6) Reactant: Cl[C:2]1[C:3]2[CH2:11][N:10]([C:12]3[CH:19]=[CH:18][C:17]([CH3:20])=[CH:16][C:13]=3[C:14]#[N:15])[CH2:9][CH2:8][C:4]=2[N:5]=[CH:6][N:7]=1.[N:21]1[C:30]2[C:25](=[CH:26][C:27]([CH2:31][NH2:32])=[CH:28][CH:29]=2)[N:24]=[CH:23][CH:22]=1.C(N(CC)C(C)C)(C)C. Product: [CH3:20][C:17]1[CH:18]=[CH:19][C:12]([N:10]2[CH2:9][CH2:8][C:4]3[N:5]=[CH:6][N:7]=[C:2]([NH:32][CH2:31][C:27]4[CH:26]=[C:25]5[C:30](=[CH:29][CH:28]=4)[N:21]=[CH:22][CH:23]=[N:24]5)[C:3]=3[CH2:11]2)=[C:13]([CH:16]=1)[C:14]#[N:15]. The catalyst class is: 10. (7) Reactant: Cl.[NH2:2][C:3]1[CH:4]=[N:5][C:6]2[C:11]([C:12]=1[OH:13])=[CH:10][CH:9]=[C:8]([O:14][CH2:15][C:16]1[CH:21]=[CH:20][CH:19]=[CH:18][CH:17]=1)[CH:7]=2.C(N(CC)CC)C.[C:29](Cl)(=[O:33])[CH2:30][CH2:31][CH3:32]. Product: [CH2:15]([O:14][C:8]1[CH:7]=[C:6]2[C:11]([C:12]([OH:13])=[C:3]([NH:2][C:29](=[O:33])[CH2:30][CH2:31][CH3:32])[CH:4]=[N:5]2)=[CH:10][CH:9]=1)[C:16]1[CH:17]=[CH:18][CH:19]=[CH:20][CH:21]=1. The catalyst class is: 4. (8) Reactant: [O:1]1[CH:5]=[CH:4][N:3]=[CH:2]1.C([Li])CCC.B.[CH3:12][O:13][C:14]1[CH:15]=[C:16]([CH2:20][CH2:21][CH2:22][CH2:23][CH2:24][CH2:25][CH:26]=[O:27])[CH:17]=[CH:18][CH:19]=1. Product: [CH3:12][O:13][C:14]1[CH:15]=[C:16]([CH2:20][CH2:21][CH2:22][CH2:23][CH2:24][CH2:25][CH:26]([C:2]2[O:1][CH:5]=[CH:4][N:3]=2)[OH:27])[CH:17]=[CH:18][CH:19]=1. The catalyst class is: 7.